This data is from Full USPTO retrosynthesis dataset with 1.9M reactions from patents (1976-2016). The task is: Predict the reactants needed to synthesize the given product. Given the product [NH2:5][CH2:4][CH2:3][C:2]([N:13]1[CH2:18][CH2:17][N:16]([C:19]2[C:24]([C:25]3[CH:30]=[CH:29][CH:28]=[CH:27][CH:26]=3)=[CH:23][N:22]=[C:21]3[NH:31][CH:32]=[CH:33][C:20]=23)[CH2:15][CH2:14]1)=[O:1], predict the reactants needed to synthesize it. The reactants are: [O:1]=[C:2]([N:13]1[CH2:18][CH2:17][N:16]([C:19]2[C:24]([C:25]3[CH:30]=[CH:29][CH:28]=[CH:27][CH:26]=3)=[CH:23][N:22]=[C:21]3[NH:31][CH:32]=[CH:33][C:20]=23)[CH2:15][CH2:14]1)[CH2:3][CH2:4][NH:5]C(=O)OC(C)(C)C.C(O)(C(F)(F)F)=O.